Dataset: Full USPTO retrosynthesis dataset with 1.9M reactions from patents (1976-2016). Task: Predict the reactants needed to synthesize the given product. (1) Given the product [CH3:1][C:2]([NH:10][C:11]([C:13]1[CH:18]=[CH:17][CH:16]=[C:15]([C:23]2[CH:24]=[CH:25][C:26]([F:27])=[C:21]([Cl:20])[CH:22]=2)[N:14]=1)=[O:12])([C:4]1[N:8]=[C:7]([CH3:9])[O:6][N:5]=1)[CH3:3], predict the reactants needed to synthesize it. The reactants are: [CH3:1][C:2]([NH:10][C:11]([C:13]1[CH:18]=[CH:17][CH:16]=[C:15](Br)[N:14]=1)=[O:12])([C:4]1[N:8]=[C:7]([CH3:9])[O:6][N:5]=1)[CH3:3].[Cl:20][C:21]1[CH:22]=[C:23](B(O)O)[CH:24]=[CH:25][C:26]=1[F:27]. (2) Given the product [F:18][C:2]([F:1])([C:8]1[CH:9]=[CH:10][C:11]([S:14]([CH3:17])(=[O:16])=[O:15])=[CH:12][CH:13]=1)[C:3]([OH:5])=[O:4], predict the reactants needed to synthesize it. The reactants are: [F:1][C:2]([F:18])([C:8]1[CH:13]=[CH:12][C:11]([S:14]([CH3:17])(=[O:16])=[O:15])=[CH:10][CH:9]=1)[C:3]([O:5]CC)=[O:4].O.[OH-].[Li+].